From a dataset of Forward reaction prediction with 1.9M reactions from USPTO patents (1976-2016). Predict the product of the given reaction. (1) Given the reactants Br[CH:2]([S:12][C:13]1[CH:18]=[CH:17][CH:16]=[CH:15][CH:14]=1)[C:3]([C:5]1[CH:10]=[CH:9][CH:8]=[CH:7][C:6]=1[F:11])=O.[O:19]=[C:20]1[C:28]2[C:23](=[CH:24][CH:25]=[CH:26][CH:27]=2)[C:22](=[O:29])[N:21]1[CH2:30][C:31](=[S:33])[NH2:32].C(=O)([O-])O.[Na+], predict the reaction product. The product is: [F:11][C:6]1[CH:7]=[CH:8][CH:9]=[CH:10][C:5]=1[C:3]1[N:32]=[C:31]([CH2:30][N:21]2[C:20](=[O:19])[C:28]3[C:23](=[CH:24][CH:25]=[CH:26][CH:27]=3)[C:22]2=[O:29])[S:33][C:2]=1[S:12][C:13]1[CH:18]=[CH:17][CH:16]=[CH:15][CH:14]=1. (2) The product is: [F:1][C:2]1[CH:7]=[CH:6][C:5]([CH:8]([C:21]2[CH:26]=[CH:25][C:24]([F:27])=[CH:23][CH:22]=2)[CH2:9][CH2:10][NH:11][C:12](=[O:20])[C:13]2[CH:18]=[CH:17][N:16]=[C:15]([C:29]3[CH:34]=[CH:33][CH:32]=[CH:31][CH:30]=3)[CH:14]=2)=[CH:4][CH:3]=1. Given the reactants [F:1][C:2]1[CH:7]=[CH:6][C:5]([CH:8]([C:21]2[CH:26]=[CH:25][C:24]([F:27])=[CH:23][CH:22]=2)[CH2:9][CH2:10][NH:11][C:12](=[O:20])[C:13]2[CH:18]=[CH:17][N:16]=[C:15](Br)[CH:14]=2)=[CH:4][CH:3]=1.O.[C:29]1(B(O)O)[CH:34]=[CH:33][CH:32]=[CH:31][CH:30]=1.C(=O)([O-])[O-].[Cs+].[Cs+], predict the reaction product. (3) Given the reactants [O:1]1[CH2:4][C:3](=O)[CH2:2]1.C[Si]([C:10]#[N:11])(C)C.[CH2:12]([NH:19][CH2:20][C:21]1[CH:26]=[CH:25][CH:24]=[CH:23][CH:22]=1)[C:13]1[CH:18]=[CH:17][CH:16]=[CH:15][CH:14]=1, predict the reaction product. The product is: [CH2:20]([N:19]([CH2:12][C:13]1[CH:18]=[CH:17][CH:16]=[CH:15][CH:14]=1)[C:3]1([C:10]#[N:11])[CH2:4][O:1][CH2:2]1)[C:21]1[CH:26]=[CH:25][CH:24]=[CH:23][CH:22]=1. (4) Given the reactants [N+]([C:4]1[CH:9]=[CH:8][C:7]([NH2:10])=[C:6]([NH2:11])[CH:5]=1)([O-])=O.[Cl:12][C:13]1[CH:18]=[CH:17][C:16]([CH:19]2[CH2:25][C:24](=O)[O:23][C:21](=[O:22])[CH2:20]2)=[CH:15][CH:14]=1.Cl.[O:28]1[CH2:33][CH2:32]OCC1, predict the reaction product. The product is: [ClH:12].[C:33]([C:4]1[CH:9]=[CH:8][C:7]2[N:10]=[C:24]([CH2:25][CH:19]([C:16]3[CH:15]=[CH:14][C:13]([Cl:12])=[CH:18][CH:17]=3)[CH2:20][C:21]([OH:23])=[O:22])[NH:11][C:6]=2[CH:5]=1)(=[O:28])[C:32]1[CH:8]=[CH:9][CH:4]=[CH:5][CH:6]=1. (5) The product is: [F:21][C:22]1[CH:27]=[C:26]([C:2]2[CH:16]=[CH:15][C:14]([C:17]([F:20])([F:19])[F:18])=[CH:13][C:3]=2[O:4][CH2:5][O:6][CH2:7][CH2:8][Si:9]([CH3:12])([CH3:11])[CH3:10])[CH:25]=[CH:24][C:23]=1[C:37]1[CH:42]=[N:41][C:40]([NH2:43])=[N:39][CH:38]=1. Given the reactants Br[C:2]1[CH:16]=[CH:15][C:14]([C:17]([F:20])([F:19])[F:18])=[CH:13][C:3]=1[O:4][CH2:5][O:6][CH2:7][CH2:8][Si:9]([CH3:12])([CH3:11])[CH3:10].[F:21][C:22]1[CH:27]=[C:26](B2OC(C)(C)C(C)(C)O2)[CH:25]=[CH:24][C:23]=1[C:37]1[CH:38]=[N:39][C:40]([NH2:43])=[N:41][CH:42]=1, predict the reaction product.